From a dataset of Catalyst prediction with 721,799 reactions and 888 catalyst types from USPTO. Predict which catalyst facilitates the given reaction. Reactant: Cl.Cl.[N:3]12[CH2:10][CH2:9][CH:6]([CH2:7][CH2:8]1)[C@@H:5]([NH2:11])[CH2:4]2.[Br:12][C:13]1[S:17][C:16]([C:18](O)=[O:19])=[CH:15][CH:14]=1.O.ON1C2C=CC=CC=2N=N1.C(N(CC)C(C)C)(C)C. Product: [N:3]12[CH2:10][CH2:9][CH:6]([CH2:7][CH2:8]1)[C@@H:5]([NH:11][C:18]([C:16]1[S:17][C:13]([Br:12])=[CH:14][CH:15]=1)=[O:19])[CH2:4]2. The catalyst class is: 9.